From a dataset of Full USPTO retrosynthesis dataset with 1.9M reactions from patents (1976-2016). Predict the reactants needed to synthesize the given product. (1) Given the product [Br:48][CH:49]([N+:50]([O-:52])=[O:51])[CH:22]([C:23]1[CH:24]=[CH:25][C:26]([F:29])=[CH:27][CH:28]=1)[CH:21]([C:30]1[N:34]([CH3:35])[N:33]=[CH:32][N:31]=1)[C:20]([C:10]1[C:9]([NH:8][C:6]([O:5][C:1]([CH3:3])([CH3:4])[CH3:2])=[O:7])=[CH:18][C:17]([F:19])=[CH:16][C:11]=1[C:12]([O:14][CH3:15])=[O:13])=[O:36], predict the reactants needed to synthesize it. The reactants are: [C:1]([O:5][C:6]([NH:8][C:9]1[C:10]([C:20](=[O:36])/[C:21](/[C:30]2[N:34]([CH3:35])[N:33]=[CH:32][N:31]=2)=[CH:22]/[C:23]2[CH:28]=[CH:27][C:26]([F:29])=[CH:25][CH:24]=2)=[C:11]([CH:16]=[C:17]([F:19])[CH:18]=1)[C:12]([O:14][CH3:15])=[O:13])=[O:7])([CH3:4])([CH3:3])[CH3:2].C1CCN2C(=NCCC2)CC1.[Br:48][CH2:49][N+:50]([O-:52])=[O:51].O. (2) The reactants are: [C:1]([Si:5]([CH3:33])([CH3:32])[O:6][CH2:7][CH2:8][O:9][C:10]1[CH:11]=[CH:12][C:13]([CH2:30][OH:31])=[N:14][C:15]=1[C:16]1[CH:21]=[CH:20][C:19]([S:22]([CH3:25])(=[O:24])=[O:23])=[CH:18][C:17]=1[C:26]([F:29])([F:28])[F:27])([CH3:4])([CH3:3])[CH3:2].I(C1C=CC=CC=1C(O)=O)(=O)=O. Given the product [C:1]([Si:5]([CH3:33])([CH3:32])[O:6][CH2:7][CH2:8][O:9][C:10]1[CH:11]=[CH:12][C:13]([CH:30]=[O:31])=[N:14][C:15]=1[C:16]1[CH:21]=[CH:20][C:19]([S:22]([CH3:25])(=[O:24])=[O:23])=[CH:18][C:17]=1[C:26]([F:28])([F:27])[F:29])([CH3:4])([CH3:3])[CH3:2], predict the reactants needed to synthesize it. (3) Given the product [C:1]1(=[C:6]([CH3:12])[CH2:7][CH2:8][CH2:9][C:10]#[N:11])[CH2:5][CH2:4][CH2:3][CH2:2]1, predict the reactants needed to synthesize it. The reactants are: [CH:1]1([C:6](O)([CH3:12])[CH2:7][CH2:8][CH2:9][C:10]#[N:11])[CH2:5][CH2:4][CH2:3][CH2:2]1.S(=O)(=O)(O)O.C1(C(C)CCCC#N)CCCC=1. (4) Given the product [CH:19]1([NH:24][C:2]2[N:1]=[C:8]([Cl:9])[N:7]=[C:5]([Cl:6])[N:4]=2)[CH2:23][CH2:22][CH2:21][CH2:20]1, predict the reactants needed to synthesize it. The reactants are: [N:1]1[C:8]([Cl:9])=[N:7][C:5]([Cl:6])=[N:4][C:2]=1Cl.CCN(C(C)C)C(C)C.[CH:19]1([NH2:24])[CH2:23][CH2:22][CH2:21][CH2:20]1. (5) Given the product [OH:25][CH2:24][CH2:23][C@@H:22]([NH:21][C:19](=[O:20])[O:18][C:14]([CH3:16])([CH3:15])[CH3:17])[CH2:27][CH2:28][S:29][CH3:30], predict the reactants needed to synthesize it. The reactants are: CN1CCOCC1.ClC(OCC)=O.[C:14]([O:18][C:19]([NH:21][C@@H:22]([CH2:27][CH2:28][S:29][CH3:30])[CH2:23][C:24](O)=[O:25])=[O:20])([CH3:17])([CH3:16])[CH3:15]. (6) Given the product [C:2]([O:6][C:7](=[O:39])[CH2:8][CH:9]([OH:38])[C:10]([CH3:37])([CH3:36])[C:11](=[O:35])[CH:12]([CH3:34])[CH:13]([O:25][C:26]([O:28][CH2:29][C:30]([Cl:32])([Cl:31])[Cl:33])=[O:27])[CH:14]([CH3:24])[CH2:15][O:16][CH2:17][C:18]1[CH:19]=[CH:20][CH:21]=[CH:22][CH:23]=1)([CH3:3])([CH3:5])[CH3:4], predict the reactants needed to synthesize it. The reactants are: Cl.[C:2]([O:6][C:7](=[O:39])[CH2:8][C:9](=[O:38])[C:10]([CH3:37])([CH3:36])[C:11](=[O:35])[CH:12]([CH3:34])[CH:13]([O:25][C:26]([O:28][CH2:29][C:30]([Cl:33])([Cl:32])[Cl:31])=[O:27])[CH:14]([CH3:24])[CH2:15][O:16][CH2:17][C:18]1[CH:23]=[CH:22][CH:21]=[CH:20][CH:19]=1)([CH3:5])([CH3:4])[CH3:3].